From a dataset of CYP1A2 inhibition data for predicting drug metabolism from PubChem BioAssay. Regression/Classification. Given a drug SMILES string, predict its absorption, distribution, metabolism, or excretion properties. Task type varies by dataset: regression for continuous measurements (e.g., permeability, clearance, half-life) or binary classification for categorical outcomes (e.g., BBB penetration, CYP inhibition). Dataset: cyp1a2_veith. The drug is COc1ccccc1CNC(=O)CCCn1c(=O)c2ccccc2n(CC(=O)NC2CCCC2)c1=O. The result is 0 (non-inhibitor).